Dataset: Catalyst prediction with 721,799 reactions and 888 catalyst types from USPTO. Task: Predict which catalyst facilitates the given reaction. (1) Reactant: Br.[NH2:2][CH2:3][CH2:4][CH2:5][CH2:6][Br:7].[C:8](O[C:8]([O:10][C:11]([CH3:14])([CH3:13])[CH3:12])=[O:9])([O:10][C:11]([CH3:14])([CH3:13])[CH3:12])=[O:9].C(N(CC)CC)C. Product: [C:8]([NH:2][CH2:3][CH2:4][CH2:5][CH2:6][Br:7])([O:10][C:11]([CH3:14])([CH3:13])[CH3:12])=[O:9]. The catalyst class is: 4. (2) Reactant: [CH2:1]([O:8][C:9]([NH:11][CH:12]([C:18]([O:20][CH2:21][CH3:22])=[O:19])[C:13]([O:15][CH2:16][CH3:17])=[O:14])=[O:10])[C:2]1[CH:7]=[CH:6][CH:5]=[CH:4][CH:3]=1.C(=O)([O-])[O-].[K+].[K+].[I-].[K+].Br[CH2:32][C:33]([O:35][CH3:36])=[O:34].Cl. Product: [CH2:1]([O:8][C:9]([NH:11][C:12]([CH2:32][C:33]([O:35][CH3:36])=[O:34])([C:13]([O:15][CH2:16][CH3:17])=[O:14])[C:18]([O:20][CH2:21][CH3:22])=[O:19])=[O:10])[C:2]1[CH:3]=[CH:4][CH:5]=[CH:6][CH:7]=1. The catalyst class is: 3.